Dataset: Forward reaction prediction with 1.9M reactions from USPTO patents (1976-2016). Task: Predict the product of the given reaction. (1) The product is: [CH3:24][O:25][C:26]1[C:31]([O:32][CH3:33])=[CH:30][CH:29]=[CH:28][C:27]=1[C:2]1[C:10]2[O:9][CH:8]([CH2:11][O:12][S:13]([C:16]3[CH:21]=[CH:20][C:19]([CH3:22])=[CH:18][CH:17]=3)(=[O:15])=[O:14])[O:7][C:6]=2[CH:5]=[C:4]([Cl:23])[CH:3]=1. Given the reactants Br[C:2]1[C:10]2[O:9][CH:8]([CH2:11][O:12][S:13]([C:16]3[CH:21]=[CH:20][C:19]([CH3:22])=[CH:18][CH:17]=3)(=[O:15])=[O:14])[O:7][C:6]=2[CH:5]=[C:4]([Cl:23])[CH:3]=1.[CH3:24][O:25][C:26]1[C:31]([O:32][CH3:33])=[CH:30][CH:29]=[CH:28][C:27]=1B(O)O, predict the reaction product. (2) Given the reactants [Cl:1][C:2]1[CH:3]=[C:4]([S:8](N2CCN(C3C(Cl)=CN=CC=3Cl)CC2)(=[O:10])=[O:9])[CH:5]=[CH:6][CH:7]=1.[Cl:25]C1C=NC=C(Cl)C=1N1CCNCC1, predict the reaction product. The product is: [Cl:1][C:2]1[CH:3]=[C:4]([S:8]([Cl:25])(=[O:10])=[O:9])[CH:5]=[CH:6][CH:7]=1. (3) Given the reactants [N:1]1([CH2:7][CH2:8][N:9]2[C:21]3[CH2:20][N:19]([C:22]4[N:27]=[CH:26][C:25]([C:28](O)=[O:29])=[CH:24][N:23]=4)[CH2:18][CH2:17][C:16]=3[C:15]3[C:10]2=[CH:11][CH:12]=[CH:13][CH:14]=3)[CH2:6][CH2:5][CH2:4][CH2:3][CH2:2]1.CCN=C=NCCCN(C)C.C1C=CC2N(O)N=NC=2C=1.CCN(C(C)C)C(C)C.[NH2:61][O:62][CH:63]1[CH2:68][CH2:67][CH2:66][CH2:65][O:64]1, predict the reaction product. The product is: [O:64]1[CH2:65][CH2:66][CH2:67][CH2:68][CH:63]1[O:62][NH:61][C:28]([C:25]1[CH:24]=[N:23][C:22]([N:19]2[CH2:18][CH2:17][C:16]3[C:15]4[C:10](=[CH:11][CH:12]=[CH:13][CH:14]=4)[N:9]([CH2:8][CH2:7][N:1]4[CH2:6][CH2:5][CH2:4][CH2:3][CH2:2]4)[C:21]=3[CH2:20]2)=[N:27][CH:26]=1)=[O:29]. (4) The product is: [F:1][C:2]([F:7])([F:6])[C:3]([O-:5])=[O:4].[OH:40][C:27]([C:34]1[CH:35]=[CH:36][CH:37]=[CH:38][CH:39]=1)([C:28]1[CH:33]=[CH:32][CH:31]=[CH:30][CH:29]=1)[C:26]([O:25][C@@H:19]1[CH:20]2[CH2:23][CH2:24][N+:17]([CH2:16][CH2:15][NH:14][C:12]([C@@H:52]3[CH2:51][CH2:53][CH2:50][NH:49]3)=[O:13])([CH2:22][CH2:21]2)[CH2:18]1)=[O:41].[F:1][C:2]([F:7])([F:6])[C:3]([O-:5])=[O:4].[OH:40][C:27]([C:28]1[CH:33]=[CH:32][CH:31]=[CH:30][CH:29]=1)([C:34]1[CH:39]=[CH:38][CH:37]=[CH:36][CH:35]=1)[C:26]([O:25][C@@H:19]1[CH:20]2[CH2:21][CH2:22][N+:17]([CH2:16][CH2:15][NH:14][C:12]([C@H:3]3[CH2:2][CH2:52][CH2:51][CH2:50][NH:49]3)=[O:13])([CH2:24][CH2:23]2)[CH2:18]1)=[O:41].[F:1][C:2]([F:7])([F:6])[C:3]([O-:5])=[O:4].[OH:40][C:27]([C:28]1[CH:33]=[CH:32][CH:31]=[CH:30][CH:29]=1)([C:34]1[CH:39]=[CH:38][CH:37]=[CH:36][CH:35]=1)[C:26]([O:25][C@@H:19]1[CH:20]2[CH2:21][CH2:22][N+:17]([CH2:16][CH2:15][NH:14][C:12]([C@@H:3]3[CH2:2][CH2:52][CH2:51][CH2:50][NH:49]3)=[O:13])([CH2:24][CH2:23]2)[CH2:18]1)=[O:41].[F:1][C:2]([F:7])([F:6])[C:3]([O-:5])=[O:4].[NH:49]1[CH2:52][CH2:51][C@H:50]1[C:12]([NH:14][CH2:15][CH2:16][N+:17]12[CH2:24][CH2:23][CH:20]([CH2:21][CH2:22]1)[C@@H:19]([O:25][C:26](=[O:41])[C:27]([OH:40])([C:28]1[CH:33]=[CH:32][CH:31]=[CH:30][CH:29]=1)[C:34]1[CH:35]=[CH:36][CH:37]=[CH:38][CH:39]=1)[CH2:18]2)=[O:13]. Given the reactants [F:1][C:2]([F:7])([F:6])[C:3]([O-:5])=[O:4].N1CC([C:12]([NH:14][CH2:15][CH2:16][N+:17]23[CH2:24][CH2:23][CH:20]([CH2:21][CH2:22]2)[C@@H:19]([O:25][C:26](=[O:41])[C:27]([OH:40])([C:34]2[CH:39]=[CH:38][CH:37]=[CH:36][CH:35]=2)[C:28]2[CH:33]=[CH:32][CH:31]=[CH:30][CH:29]=2)[CH2:18]3)=[O:13])C1.C([N:49]1[CH2:52][CH:51]([C:53](O)=O)[CH2:50]1)(OC(C)(C)C)=O, predict the reaction product. (5) Given the reactants [OH:1][C@@H:2]([CH2:7][CH3:8])[C:3]([O:5][CH3:6])=[O:4].[Cl:9][C:10]1[CH:15]=[CH:14][C:13](O)=[CH:12][C:11]=1[CH3:17], predict the reaction product. The product is: [Cl:9][C:10]1[CH:15]=[CH:14][C:13]([O:1][C@H:2]([CH2:7][CH3:8])[C:3]([O:5][CH3:6])=[O:4])=[CH:12][C:11]=1[CH3:17]. (6) The product is: [CH2:1]([O:8][CH2:9][C@@H:10]1[CH2:14][C@@H:13]([S:15][C:16]([C:29]2[CH:34]=[CH:33][CH:32]=[CH:31][CH:30]=2)([C:23]2[CH:24]=[CH:25][CH:26]=[CH:27][CH:28]=2)[C:17]2[CH:18]=[CH:19][CH:20]=[CH:21][CH:22]=2)[CH2:12][N:11]1[C:40]([NH2:39])=[O:41])[C:2]1[CH:3]=[CH:4][CH:5]=[CH:6][CH:7]=1. Given the reactants [CH2:1]([O:8][CH2:9][C@@H:10]1[CH2:14][C@@H:13]([S:15][C:16]([C:29]2[CH:34]=[CH:33][CH:32]=[CH:31][CH:30]=2)([C:23]2[CH:28]=[CH:27][CH:26]=[CH:25][CH:24]=2)[C:17]2[CH:22]=[CH:21][CH:20]=[CH:19][CH:18]=2)[CH2:12][NH:11]1)[C:2]1[CH:7]=[CH:6][CH:5]=[CH:4][CH:3]=1.C[Si]([N:39]=[C:40]=[O:41])(C)C, predict the reaction product.